This data is from Full USPTO retrosynthesis dataset with 1.9M reactions from patents (1976-2016). The task is: Predict the reactants needed to synthesize the given product. (1) Given the product [C:17]([NH:21][C:22]([NH:1][C:2]1([C:8]2[CH:13]=[CH:12][CH:11]=[C:10]([N+:14]([O-:16])=[O:15])[CH:9]=2)[CH2:4][CH:3]1[CH2:5][CH2:6][OH:7])=[S:23])([CH3:20])([CH3:19])[CH3:18], predict the reactants needed to synthesize it. The reactants are: [NH2:1][C:2]1([C:8]2[CH:13]=[CH:12][CH:11]=[C:10]([N+:14]([O-:16])=[O:15])[CH:9]=2)[CH2:4][CH:3]1[CH2:5][CH2:6][OH:7].[C:17]([N:21]=[C:22]=[S:23])([CH3:20])([CH3:19])[CH3:18]. (2) Given the product [NH2:1][C:2]1[S:3][C:4]([C:17]2[CH:22]=[CH:21][CH:20]=[C:19]([F:23])[CH:18]=2)=[C:5]([C:7]([N:9]2[CH2:14][C@H:13]3[C@H:11]([CH2:12]3)[C@H:10]2[CH2:15][NH:16][C:34]([C:32]2[CH:31]=[CH:30][CH:29]=[C:28]3[C:33]=2[N:24]=[CH:25][CH:26]=[CH:27]3)=[O:35])=[O:8])[N:6]=1, predict the reactants needed to synthesize it. The reactants are: [NH2:1][C:2]1[S:3][C:4]([C:17]2[CH:22]=[CH:21][CH:20]=[C:19]([F:23])[CH:18]=2)=[C:5]([C:7]([N:9]2[CH2:14][C@H:13]3[C@H:11]([CH2:12]3)[C@H:10]2[CH2:15][NH2:16])=[O:8])[N:6]=1.[N:24]1[C:33]2[C:28](=[CH:29][CH:30]=[CH:31][C:32]=2[C:34](O)=[O:35])[CH:27]=[CH:26][CH:25]=1. (3) Given the product [Cl:29][C:23]1[CH:24]=[CH:25][CH:26]=[C:27]([Cl:28])[C:22]=1[C:15]1[C:14]([CH2:13][O:12][C:7]2[CH:8]=[C:9]3[C:4](=[CH:5][CH:6]=2)[CH:3]=[C:2]([C:49]2[CH:50]=[CH:51][C:46]([NH:45][C:42](=[O:44])[CH3:43])=[CH:47][CH:48]=2)[CH:11]=[CH:10]3)=[C:18]([CH:19]([CH3:21])[CH3:20])[O:17][N:16]=1, predict the reactants needed to synthesize it. The reactants are: Br[C:2]1[CH:3]=[C:4]2[C:9](=[CH:10][CH:11]=1)[CH:8]=[C:7]([O:12][CH2:13][C:14]1[C:15]([C:22]3[C:27]([Cl:28])=[CH:26][CH:25]=[CH:24][C:23]=3[Cl:29])=[N:16][O:17][C:18]=1[CH:19]([CH3:21])[CH3:20])[CH:6]=[CH:5]2.COCCOC.C(=O)([O-])[O-].[Na+].[Na+].[C:42]([NH:45][C:46]1[CH:51]=[CH:50][C:49](B(O)O)=[CH:48][CH:47]=1)(=[O:44])[CH3:43]. (4) Given the product [CH:6]1([S:9]([C:12]2[CH:13]=[CH:14][C:15]([CH:18]([CH2:22][CH:23]3[CH2:24][CH2:25][O:26][CH2:27][CH2:28]3)[C:19]([N:4]([O:3][CH3:2])[CH3:5])=[O:20])=[CH:16][CH:17]=2)(=[O:10])=[O:11])[CH2:8][CH2:7]1, predict the reactants needed to synthesize it. The reactants are: Cl.[CH3:2][O:3][NH:4][CH3:5].[CH:6]1([S:9]([C:12]2[CH:17]=[CH:16][C:15]([CH:18]([CH2:22][CH:23]3[CH2:28][CH2:27][O:26][CH2:25][CH2:24]3)[C:19](O)=[O:20])=[CH:14][CH:13]=2)(=[O:11])=[O:10])[CH2:8][CH2:7]1.Cl.CN(C)CCCN=C=NCC.ON1C2C=CC=CC=2N=N1. (5) Given the product [OH:8][CH2:9][CH2:10][C@H:11]([OH:17])[C:12]([CH3:16])([CH3:15])[C:13]#[N:14], predict the reactants needed to synthesize it. The reactants are: C([O:8][CH2:9][CH2:10][C@H:11]([OH:17])[C:12]([CH3:16])([CH3:15])[C:13]#[N:14])C1C=CC=CC=1. (6) Given the product [F:2][C:3]1([C:9]([O:11][CH2:12][CH3:13])=[O:10])[CH2:4][CH2:5][N:6]([CH:29]2[CH2:30][CH2:31][CH2:32][N:26]([C:24]([O:23][CH2:21][CH3:22])=[O:25])[CH2:27][CH2:28]2)[CH2:7][CH2:8]1, predict the reactants needed to synthesize it. The reactants are: Cl.[F:2][C:3]1([C:9]([O:11][CH2:12][CH3:13])=[O:10])[CH2:8][CH2:7][NH:6][CH2:5][CH2:4]1.C([O-])([O-])=O.[K+].[K+].O.[CH2:21]([O:23][C:24]([N:26]1[CH2:32][CH2:31][CH2:30][C:29](=O)[CH2:28][CH2:27]1)=[O:25])[CH3:22].